This data is from Full USPTO retrosynthesis dataset with 1.9M reactions from patents (1976-2016). The task is: Predict the reactants needed to synthesize the given product. Given the product [CH3:1][C:2]1[C:7]([O:8][CH2:11][C:12]([O:14][CH3:15])=[O:13])=[C:6]([CH3:9])[CH:5]=[CH:4][N:3]=1, predict the reactants needed to synthesize it. The reactants are: [CH3:1][C:2]1[C:7]([OH:8])=[C:6]([CH3:9])[CH:5]=[CH:4][N:3]=1.Br[CH2:11][C:12]([O:14][CH3:15])=[O:13].C(=O)([O-])[O-].[Cs+].[Cs+].O.